From a dataset of NCI-60 drug combinations with 297,098 pairs across 59 cell lines. Regression. Given two drug SMILES strings and cell line genomic features, predict the synergy score measuring deviation from expected non-interaction effect. (1) Drug 1: CC1=C(C=C(C=C1)NC(=O)C2=CC=C(C=C2)CN3CCN(CC3)C)NC4=NC=CC(=N4)C5=CN=CC=C5. Drug 2: C1CNP(=O)(OC1)N(CCCl)CCCl. Cell line: IGROV1. Synergy scores: CSS=-0.810, Synergy_ZIP=1.80, Synergy_Bliss=4.19, Synergy_Loewe=0.0743, Synergy_HSA=1.10. (2) Drug 1: C1=CC(=CC=C1C#N)C(C2=CC=C(C=C2)C#N)N3C=NC=N3. Drug 2: CNC(=O)C1=NC=CC(=C1)OC2=CC=C(C=C2)NC(=O)NC3=CC(=C(C=C3)Cl)C(F)(F)F. Cell line: HCC-2998. Synergy scores: CSS=-5.10, Synergy_ZIP=-0.138, Synergy_Bliss=-7.30, Synergy_Loewe=-37.1, Synergy_HSA=-11.8. (3) Drug 1: CC12CCC3C(C1CCC2=O)CC(=C)C4=CC(=O)C=CC34C. Drug 2: CC1C(C(=O)NC(C(=O)N2CCCC2C(=O)N(CC(=O)N(C(C(=O)O1)C(C)C)C)C)C(C)C)NC(=O)C3=C4C(=C(C=C3)C)OC5=C(C(=O)C(=C(C5=N4)C(=O)NC6C(OC(=O)C(N(C(=O)CN(C(=O)C7CCCN7C(=O)C(NC6=O)C(C)C)C)C)C(C)C)C)N)C. Cell line: SK-MEL-28. Synergy scores: CSS=15.7, Synergy_ZIP=11.4, Synergy_Bliss=15.1, Synergy_Loewe=15.0, Synergy_HSA=14.6. (4) Drug 1: CC1=C(C=C(C=C1)C(=O)NC2=CC(=CC(=C2)C(F)(F)F)N3C=C(N=C3)C)NC4=NC=CC(=N4)C5=CN=CC=C5. Drug 2: CC12CCC3C(C1CCC2O)C(CC4=C3C=CC(=C4)O)CCCCCCCCCS(=O)CCCC(C(F)(F)F)(F)F. Cell line: HCC-2998. Synergy scores: CSS=2.03, Synergy_ZIP=1.53, Synergy_Bliss=6.27, Synergy_Loewe=2.16, Synergy_HSA=2.91. (5) Drug 1: C1=CC(=CC=C1CCCC(=O)O)N(CCCl)CCCl. Drug 2: CS(=O)(=O)CCNCC1=CC=C(O1)C2=CC3=C(C=C2)N=CN=C3NC4=CC(=C(C=C4)OCC5=CC(=CC=C5)F)Cl. Cell line: NCI/ADR-RES. Synergy scores: CSS=21.9, Synergy_ZIP=5.11, Synergy_Bliss=6.21, Synergy_Loewe=3.21, Synergy_HSA=6.70.